Dataset: Acute oral toxicity (LD50) regression data from Zhu et al.. Task: Regression/Classification. Given a drug SMILES string, predict its toxicity properties. Task type varies by dataset: regression for continuous values (e.g., LD50, hERG inhibition percentage) or binary classification for toxic/non-toxic outcomes (e.g., AMES mutagenicity, cardiotoxicity, hepatotoxicity). Dataset: ld50_zhu. (1) The compound is CCCCCCC(C)=O. The rat oral LD50 is 1.62, given as -log10 of the dose in mol/kg body weight (higher means more acutely toxic). (2) The compound is CC(C(=O)O)c1ccc2c(c1)Cc1cccnc1O2. The rat oral LD50 is 3.63, given as -log10 of the dose in mol/kg body weight (higher means more acutely toxic). (3) The molecule is Cc1ccc(Oc2cc(SCC(=O)NN)ncn2)cc1. The rat oral LD50 is 2.80, given as -log10 of the dose in mol/kg body weight (higher means more acutely toxic). (4) The compound is CCN(Cc1ccncc1)C(=O)C(CO)c1ccccc1. The rat oral LD50 is 2.52, given as -log10 of the dose in mol/kg body weight (higher means more acutely toxic). (5) The compound is C=CCOC(=O)CCCCC. The rat oral LD50 is 2.85, given as -log10 of the dose in mol/kg body weight (higher means more acutely toxic). (6) The drug is CCCCCCCCCCCCCCCCO. The rat oral LD50 is 1.69, given as -log10 of the dose in mol/kg body weight (higher means more acutely toxic). (7) The molecule is CNC(=O)Oc1cccc2c1OCC2. The rat oral LD50 is 3.81, given as -log10 of the dose in mol/kg body weight (higher means more acutely toxic). (8) The drug is CCc1occc(=O)c1O. The rat oral LD50 is 2.09, given as -log10 of the dose in mol/kg body weight (higher means more acutely toxic).